From a dataset of Forward reaction prediction with 1.9M reactions from USPTO patents (1976-2016). Predict the product of the given reaction. (1) Given the reactants [CH3:1][O:2][C:3](=[O:19])/[CH:4]=[CH:5]/[C:6]1[C:15]2[C:10](=[CH:11][CH:12]=[CH:13][CH:14]=2)[C:9]([C:16]([OH:18])=[O:17])=[CH:8][CH:7]=1, predict the reaction product. The product is: [CH3:1][O:2][C:3](=[O:19])[CH2:4][CH2:5][C:6]1[C:15]2[C:10](=[CH:11][CH:12]=[CH:13][CH:14]=2)[C:9]([C:16]([OH:18])=[O:17])=[CH:8][CH:7]=1. (2) Given the reactants [C:1]1([C@@H:7]([NH:19][C:20]2[CH:25]=[CH:24][CH:23]=[CH:22][CH:21]=2)[C:8]([O:10][C@@H:11]2[CH:16]3[CH2:17][CH2:18][N:13]([CH2:14][CH2:15]3)[CH2:12]2)=[O:9])[CH:6]=[CH:5][CH:4]=[CH:3][CH:2]=1.[Br:26][CH2:27][C:28]([C:30]1[CH:35]=[CH:34][C:33]([F:36])=[C:32]([Cl:37])[CH:31]=1)=[O:29], predict the reaction product. The product is: [Br-:26].[Cl:37][C:32]1[CH:31]=[C:30]([C:28](=[O:29])[CH2:27][N+:13]23[CH2:14][CH2:15][CH:16]([CH2:17][CH2:18]2)[C@@H:11]([O:10][C:8](=[O:9])[C@@H:7]([C:1]2[CH:2]=[CH:3][CH:4]=[CH:5][CH:6]=2)[NH:19][C:20]2[CH:25]=[CH:24][CH:23]=[CH:22][CH:21]=2)[CH2:12]3)[CH:35]=[CH:34][C:33]=1[F:36].